From a dataset of Reaction yield outcomes from USPTO patents with 853,638 reactions. Predict the reaction yield, written as a fraction of the theoretical maximum amount of product (1.0 means a 100% yield; for example, 0.34 means a 34% yield). (1) The reactants are Br[C:2]1[CH:3]=[CH:4][C:5]([C:8](=[O:10])[CH3:9])=[N:6][CH:7]=1.[O:11]1[CH:15]=[CH:14][C:13](B(O)O)=[CH:12]1.C([O-])([O-])=O.[Na+].[Na+]. The catalyst is C1(C)C=CC=CC=1.C(O)C.C1C=CC([P]([Pd]([P](C2C=CC=CC=2)(C2C=CC=CC=2)C2C=CC=CC=2)([P](C2C=CC=CC=2)(C2C=CC=CC=2)C2C=CC=CC=2)[P](C2C=CC=CC=2)(C2C=CC=CC=2)C2C=CC=CC=2)(C2C=CC=CC=2)C2C=CC=CC=2)=CC=1. The product is [O:11]1[CH:15]=[CH:14][C:13]([C:2]2[CH:3]=[CH:4][C:5]([C:8](=[O:10])[CH3:9])=[N:6][CH:7]=2)=[CH:12]1. The yield is 0.740. (2) The reactants are [CH:1]([C:4]1[N:8]=[C:7]([N:9]2[CH2:14][CH2:13][CH:12]([O:15][C:16]3[S:17][C:18]4[CH:24]=[C:23]([C:25]5[CH2:26][CH2:27][NH:28][CH2:29][CH:30]=5)[CH:22]=[CH:21][C:19]=4[N:20]=3)[CH2:11][CH2:10]2)[O:6][N:5]=1)([CH3:3])[CH3:2].C(N(CC)CC)C.Cl[S:39]([CH2:42][CH2:43][CH2:44][C:45]([O:47][CH3:48])=[O:46])(=[O:41])=[O:40]. The catalyst is C(Cl)Cl. The product is [CH:1]([C:4]1[N:8]=[C:7]([N:9]2[CH2:14][CH2:13][CH:12]([O:15][C:16]3[S:17][C:18]4[CH:24]=[C:23]([C:25]5[CH2:26][CH2:27][N:28]([S:39]([CH2:42][CH2:43][CH2:44][C:45]([O:47][CH3:48])=[O:46])(=[O:41])=[O:40])[CH2:29][CH:30]=5)[CH:22]=[CH:21][C:19]=4[N:20]=3)[CH2:11][CH2:10]2)[O:6][N:5]=1)([CH3:3])[CH3:2]. The yield is 0.480. (3) The reactants are [CH2:1]([NH2:17])[CH2:2][CH2:3][CH2:4][CH2:5][CH2:6][CH2:7][CH2:8][CH2:9][CH2:10][CH2:11][CH2:12][CH2:13][CH2:14][CH2:15][CH3:16].C1(C)C=CC=CC=1.[CH2:25]([O:32][C:33]1[C:34]([CH3:42])=[N:35][C:36](Br)=[C:37]([CH3:40])[C:38]=1[CH3:39])[C:26]1[CH:31]=[CH:30][CH:29]=[CH:28][CH:27]=1.CC([O-])(C)C.[Na+]. The catalyst is CCOC(C)=O.O.C1C=CC(/C=C/C(/C=C/C2C=CC=CC=2)=O)=CC=1.C1C=CC(/C=C/C(/C=C/C2C=CC=CC=2)=O)=CC=1.C1C=CC(/C=C/C(/C=C/C2C=CC=CC=2)=O)=CC=1.[Pd].[Pd].C1C=CC(P(C2C(C3C(P(C4C=CC=CC=4)C4C=CC=CC=4)=CC=C4C=3C=CC=C4)=C3C(C=CC=C3)=CC=2)C2C=CC=CC=2)=CC=1. The product is [CH2:25]([O:32][C:33]1[C:38]([CH3:39])=[C:37]([CH3:40])[C:36]([NH:17][CH2:1][CH2:2][CH2:3][CH2:4][CH2:5][CH2:6][CH2:7][CH2:8][CH2:9][CH2:10][CH2:11][CH2:12][CH2:13][CH2:14][CH2:15][CH3:16])=[N:35][C:34]=1[CH3:42])[C:26]1[CH:31]=[CH:30][CH:29]=[CH:28][CH:27]=1. The yield is 0.630. (4) The reactants are [CH:1]([N:4]1[CH2:9][CH2:8][N:7]([CH2:10][CH2:11][O:12][C:13]2[CH:18]=[CH:17][N:16]3[C:19]([C:22]([O-:24])=O)=[CH:20][N:21]=[C:15]3[CH:14]=2)[CH2:6][CH2:5]1)([CH3:3])[CH3:2].[Li+].ClC1C=C(Cl)C=C(Cl)C=1C(Cl)=O.[CH3:38][C:39]1[C:47]2[C:46]([NH2:48])=[CH:45][CH:44]=[CH:43][C:42]=2[N:41]([CH2:49][C:50]2[CH:55]=[CH:54][C:53]([C:56]([F:59])([F:58])[F:57])=[CH:52][N:51]=2)[N:40]=1.O. The catalyst is CN1C(=O)CCC1. The product is [CH:1]([N:4]1[CH2:5][CH2:6][N:7]([CH2:10][CH2:11][O:12][C:13]2[CH:18]=[CH:17][N:16]3[C:19]([C:22]([NH:48][C:46]4[CH:45]=[CH:44][CH:43]=[C:42]5[C:47]=4[C:39]([CH3:38])=[N:40][N:41]5[CH2:49][C:50]4[CH:55]=[CH:54][C:53]([C:56]([F:59])([F:58])[F:57])=[CH:52][N:51]=4)=[O:24])=[CH:20][N:21]=[C:15]3[CH:14]=2)[CH2:8][CH2:9]1)([CH3:2])[CH3:3]. The yield is 0.110. (5) The reactants are B(Br)(Br)Br.[Cl:5][C:6]1[CH:7]=[CH:8][C:9]([O:33]C)=[C:10]([CH:32]=1)[C:11]([NH:13][C:14]1[C:15]([C:28]([O:30][CH3:31])=[O:29])=[C:16]([C:19]2[CH:24]=[CH:23][C:22]([CH3:25])=[C:21]([F:26])[C:20]=2[F:27])[S:17][CH:18]=1)=[O:12]. The catalyst is ClCCl. The product is [Cl:5][C:6]1[CH:7]=[CH:8][C:9]([OH:33])=[C:10]([CH:32]=1)[C:11]([NH:13][C:14]1[C:15]([C:28]([O:30][CH3:31])=[O:29])=[C:16]([C:19]2[CH:24]=[CH:23][C:22]([CH3:25])=[C:21]([F:26])[C:20]=2[F:27])[S:17][CH:18]=1)=[O:12]. The yield is 0.930. (6) The reactants are [CH:1]1([C:7]([OH:9])=O)[CH2:6][CH2:5][CH2:4][CH2:3][CH2:2]1.Cl.Cl.[NH:12]1[CH2:17][CH2:16][CH2:15][C@@H:14]([NH:18][C:19]2[N:24]=[CH:23][C:22](/[CH:25]=[CH:26]/[C:27]([O:29][CH2:30][CH3:31])=[O:28])=[CH:21][CH:20]=2)[CH2:13]1.C1C=CC2N(O)N=NC=2C=1.CCN=C=NCCCN(C)C. The product is [CH:1]1([C:7]([N:12]2[CH2:17][CH2:16][CH2:15][C@@H:14]([NH:18][C:19]3[N:24]=[CH:23][C:22](/[CH:25]=[CH:26]/[C:27]([O:29][CH2:30][CH3:31])=[O:28])=[CH:21][CH:20]=3)[CH2:13]2)=[O:9])[CH2:2][CH2:3][CH2:4][CH2:5][CH2:6]1. The yield is 0.940. The catalyst is CN(C=O)C. (7) The reactants are [NH2:1][C:2]1[N:7]=[CH:6][N:5]=[C:4]2[N:8]([C@@H:25]3[CH2:30][CH2:29][CH2:28][N:27](C(OC(C)(C)C)=O)[CH2:26]3)[N:9]=[C:10]([C:11]3[CH:16]=[CH:15][C:14]([O:17][C:18]4[CH:23]=[CH:22][CH:21]=[C:20]([F:24])[CH:19]=4)=[CH:13][CH:12]=3)[C:3]=12.FC(F)(F)C(O)=O. The catalyst is ClCCl. The product is [F:24][C:20]1[CH:19]=[C:18]([CH:23]=[CH:22][CH:21]=1)[O:17][C:14]1[CH:15]=[CH:16][C:11]([C:10]2[C:3]3[C:4](=[N:5][CH:6]=[N:7][C:2]=3[NH2:1])[N:8]([C@@H:25]3[CH2:30][CH2:29][CH2:28][NH:27][CH2:26]3)[N:9]=2)=[CH:12][CH:13]=1. The yield is 0.860. (8) The reactants are [C:1]1(B(O)O)C=CC=CC=1.[C:10]([N:13]1[C:20]2[CH:21]=[CH:22][CH:23]=[CH:24][C:19]=2[CH:18]=[CH:17][C:16]2[N:25]=[C:26]([C:30]3[CH:31]=N[C:33](OC)=[CH:34][CH:35]=3)[C:27](F)=[CH:28][C:15]=2[CH2:14]1)(=[O:12])[CH3:11]. No catalyst specified. The product is [C:10]([N:13]1[C:20]2[CH:21]=[CH:22][CH:23]=[CH:24][C:19]=2[CH:18]=[CH:17][C:16]2[N:25]=[C:26]([C:30]3[CH:31]=[CH:1][CH:33]=[CH:34][CH:35]=3)[CH:27]=[CH:28][C:15]=2[CH2:14]1)(=[O:12])[CH3:11]. The yield is 0.870. (9) The reactants are C[N:2](C)[CH:3]=[CH:4][C:5]([C:7]1[C:12](=[O:13])[CH:11]=[CH:10][N:9]([C:14]2[CH:19]=[CH:18][CH:17]=[C:16]([C:20]([F:23])([F:22])[F:21])[CH:15]=2)[N:8]=1)=O.Cl.[Cl:26][C:27]1[CH:32]=[CH:31][CH:30]=[CH:29][C:28]=1[NH:33]N.CCN(CC)CC. The catalyst is C(O)C. The product is [Cl:26][C:27]1[CH:32]=[CH:31][CH:30]=[CH:29][C:28]=1[N:33]1[C:5]([C:7]2[C:12](=[O:13])[CH:11]=[CH:10][N:9]([C:14]3[CH:19]=[CH:18][CH:17]=[C:16]([C:20]([F:23])([F:22])[F:21])[CH:15]=3)[N:8]=2)=[CH:4][CH:3]=[N:2]1. The yield is 0.340.